From a dataset of NCI-60 drug combinations with 297,098 pairs across 59 cell lines. Regression. Given two drug SMILES strings and cell line genomic features, predict the synergy score measuring deviation from expected non-interaction effect. (1) Drug 1: C1CC(=O)NC(=O)C1N2CC3=C(C2=O)C=CC=C3N. Drug 2: CC(C)CN1C=NC2=C1C3=CC=CC=C3N=C2N. Cell line: HOP-92. Synergy scores: CSS=-1.31, Synergy_ZIP=-2.09, Synergy_Bliss=-5.69, Synergy_Loewe=-4.65, Synergy_HSA=-4.60. (2) Drug 1: COC1=NC(=NC2=C1N=CN2C3C(C(C(O3)CO)O)O)N. Drug 2: CC1C(C(CC(O1)OC2CC(CC3=C2C(=C4C(=C3O)C(=O)C5=CC=CC=C5C4=O)O)(C(=O)C)O)N)O. Cell line: HS 578T. Synergy scores: CSS=44.0, Synergy_ZIP=-5.02, Synergy_Bliss=-5.24, Synergy_Loewe=-17.6, Synergy_HSA=-0.767. (3) Drug 1: C1CCC(CC1)NC(=O)N(CCCl)N=O. Drug 2: CC(C1=C(C=CC(=C1Cl)F)Cl)OC2=C(N=CC(=C2)C3=CN(N=C3)C4CCNCC4)N. Cell line: NCI-H322M. Synergy scores: CSS=14.7, Synergy_ZIP=5.01, Synergy_Bliss=13.5, Synergy_Loewe=10.6, Synergy_HSA=11.2. (4) Drug 1: C1CCN(CC1)CCOC2=CC=C(C=C2)C(=O)C3=C(SC4=C3C=CC(=C4)O)C5=CC=C(C=C5)O. Drug 2: CC1CCCC2(C(O2)CC(NC(=O)CC(C(C(=O)C(C1O)C)(C)C)O)C(=CC3=CSC(=N3)C)C)C. Cell line: A498. Synergy scores: CSS=2.18, Synergy_ZIP=-1.38, Synergy_Bliss=4.36, Synergy_Loewe=-0.668, Synergy_HSA=3.03. (5) Drug 1: CC(C)(C1=NC(=CC=C1)N2C3=NC(=NC=C3C(=O)N2CC=C)NC4=CC=C(C=C4)N5CCN(CC5)C)O. Drug 2: C1CCC(C(C1)[NH-])[NH-].C(=O)(C(=O)[O-])[O-].[Pt+4]. Cell line: SK-OV-3. Synergy scores: CSS=33.9, Synergy_ZIP=-1.92, Synergy_Bliss=1.24, Synergy_Loewe=-8.99, Synergy_HSA=3.65.